This data is from Catalyst prediction with 721,799 reactions and 888 catalyst types from USPTO. The task is: Predict which catalyst facilitates the given reaction. Reactant: [CH2:1]([C@:4]1([C:28]2[CH:33]=[CH:32][C:31]([F:34])=[CH:30][CH:29]=2)[CH2:9][CH2:8][N:7]([C@H:10]([C:12]2[CH:17]=[CH:16][C:15](B3OC(C)(C)C(C)(C)O3)=[CH:14][CH:13]=2)[CH3:11])[C:6](=O)[CH2:5]1)[CH:2]=[CH2:3].Br[C:36]1[CH:37]=[CH:38][C:39](=[O:43])[N:40]([CH3:42])[CH:41]=1.C([O-])([O-])=[O:45].[Cs+].[Cs+]. Product: [CH2:1]([C@:4]1([C:28]2[CH:29]=[CH:30][C:31]([F:34])=[CH:32][CH:33]=2)[CH2:9][CH2:8][N:7]([C@H:10]([C:12]2[CH:13]=[CH:14][C:15]([C:36]3[CH:37]=[CH:38][C:39](=[O:43])[N:40]([CH3:42])[CH:41]=3)=[CH:16][CH:17]=2)[CH3:11])[C:6](=[O:45])[CH2:5]1)[CH:2]=[CH2:3]. The catalyst class is: 225.